This data is from Full USPTO retrosynthesis dataset with 1.9M reactions from patents (1976-2016). The task is: Predict the reactants needed to synthesize the given product. (1) Given the product [NH2:1][C:2]1[CH:3]=[C:4]([C:5]([OH:7])=[O:6])[CH:8]=[C:9]([C:12]2[CH:17]=[CH:16][CH:15]=[CH:14][CH:13]=2)[CH:10]=1, predict the reactants needed to synthesize it. The reactants are: [NH2:1][C:2]1[CH:3]=[C:4]([CH:8]=[C:9](Br)[CH:10]=1)[C:5]([OH:7])=[O:6].[C:12]1(B(O)O)[CH:17]=[CH:16][CH:15]=[CH:14][CH:13]=1.C(=O)([O-])[O-].[K+].[K+].Cl. (2) The reactants are: [Cl:1][C:2]1[CH:7]=[CH:6][C:5]([C:8]2[C:14]3[CH:15]=[CH:16][CH:17]=[CH:18][C:13]=3[NH:12][C:11](=O)[CH2:10][CH:9]=2)=[CH:4][CH:3]=1.COC1C=CC(P2(=S)SP(=S)(C3C=CC(OC)=CC=3)[S:29]2)=CC=1. Given the product [Cl:1][C:2]1[CH:7]=[CH:6][C:5]([C:8]2[C:14]3[CH:15]=[CH:16][CH:17]=[CH:18][C:13]=3[NH:12][C:11](=[S:29])[CH2:10][CH:9]=2)=[CH:4][CH:3]=1, predict the reactants needed to synthesize it. (3) Given the product [C:1]12([N:11]3[C:12]4=[C:13]5[CH:23]=[CH:22][NH:21][C:14]5=[N:15][CH:16]=[C:17]4[NH:26][C:53]3=[O:48])[CH2:10][CH:5]3[CH2:6][CH:7]([CH2:9][CH:3]([CH2:4]3)[CH2:2]1)[CH2:8]2, predict the reactants needed to synthesize it. The reactants are: [C:1]12([NH:11][C:12]3[C:17](C(O)=O)=[CH:16][N:15]=[C:14]4[NH:21][CH:22]=[CH:23][C:13]=34)[CH2:10][CH:5]3[CH2:6][CH:7]([CH2:9][CH:3]([CH2:4]3)[CH2:2]1)[CH2:8]2.C([N:26](CC)CC)C.C1(P(N=[N+]=[N-])(C2C=CC=CC=2)=O)C=CC=CC=1.[O:48]1[CH2:53]COCC1. (4) Given the product [CH2:23]([O:22][C:20]([CH:19]1[CH2:25][CH2:26][N:16]([C:9]([O:11][C:12]([CH3:13])([CH3:14])[CH3:15])=[O:10])[CH2:17][CH2:18]1)=[O:21])[CH3:24], predict the reactants needed to synthesize it. The reactants are: [C:12]([O:11][C:9](O[C:9]([O:11][C:12]([CH3:15])([CH3:14])[CH3:13])=[O:10])=[O:10])([CH3:15])([CH3:14])[CH3:13].[NH:16]1[CH2:26][CH2:25][CH:19]([C:20]([O:22][CH2:23][CH3:24])=[O:21])[CH2:18][CH2:17]1. (5) Given the product [Cl:1][C:2]1[CH:3]=[C:4]([C:9]2([C:22]([F:23])([F:25])[F:24])[O:13][N:12]=[C:11]([C:14]3[CH:15]=[CH:16][C:17]([CH3:21])=[C:18]([NH:19][C:29](=[O:30])[C:28]4[CH:32]=[CH:33][CH:34]=[CH:35][C:27]=4[Cl:26])[CH:20]=3)[CH2:10]2)[CH:5]=[C:6]([Cl:8])[CH:7]=1, predict the reactants needed to synthesize it. The reactants are: [Cl:1][C:2]1[CH:3]=[C:4]([C:9]2([C:22]([F:25])([F:24])[F:23])[O:13][N:12]=[C:11]([C:14]3[CH:15]=[CH:16][C:17]([CH3:21])=[C:18]([CH:20]=3)[NH2:19])[CH2:10]2)[CH:5]=[C:6]([Cl:8])[CH:7]=1.[Cl:26][C:27]1[CH:35]=[CH:34][CH:33]=[CH:32][C:28]=1[C:29](O)=[O:30].Cl.C(N(CC)CCCN=C=NCC)C.C(=O)([O-])O.[Na+]. (6) Given the product [Cl:40][C:41]1[CH:42]=[C:43]([CH:46]=[CH:47][CH:48]=1)[CH2:44][NH:45][CH2:2][CH2:3][C:4]1[CH:5]=[CH:6][C:7]2[CH:8]3[CH2:17][CH2:16][CH2:15][CH:9]3[C:10](=[O:14])[NH:11][C:12]=2[CH:13]=1, predict the reactants needed to synthesize it. The reactants are: O[CH2:2][CH2:3][C:4]1[CH:5]=[CH:6][C:7]2[CH:8]3[CH2:17][CH2:16][CH2:15][CH:9]3[C:10](=[O:14])[NH:11][C:12]=2[CH:13]=1.CC(OI1(OC(C)=O)(OC(C)=O)OC(=O)C2C1=CC=CC=2)=O.[Cl:40][C:41]1[CH:42]=[C:43]([CH:46]=[CH:47][CH:48]=1)[CH2:44][NH2:45].C(O[BH-](OC(=O)C)OC(=O)C)(=O)C.[Na+].C(O)(=O)C. (7) Given the product [Cl:18][C:19]1[CH:20]=[C:21]([C:2]2[CH:3]=[C:4]3[C:11]4([N:15]=[C:14]([NH2:16])[C:13]([CH3:17])=[N:12]4)[CH2:10][CH2:9][O:8][C:5]3=[CH:6][CH:7]=2)[CH:22]=[C:23]([Cl:25])[CH:24]=1, predict the reactants needed to synthesize it. The reactants are: Br[C:2]1[CH:3]=[C:4]2[C:11]3([N:15]=[C:14]([NH2:16])[C:13]([CH3:17])=[N:12]3)[CH2:10][CH2:9][O:8][C:5]2=[CH:6][CH:7]=1.[Cl:18][C:19]1[CH:20]=[C:21](B(O)O)[CH:22]=[C:23]([Cl:25])[CH:24]=1.C([O-])([O-])=O.[K+].[K+]. (8) Given the product [CH:31]1([C:35]2[N:39]3[CH:40]=[CH:41][N:42]=[C:43]([NH2:44])[C:38]3=[C:37]([C:8]3[N:7]([CH2:6][O:5][CH2:4][CH2:3][Si:2]([CH3:1])([CH3:29])[CH3:30])[C:11]4=[N:12][CH:13]=[CH:14][CH:15]=[C:10]4[CH:9]=3)[N:36]=2)[CH2:32][CH2:33][CH2:34]1, predict the reactants needed to synthesize it. The reactants are: [CH3:1][Si:2]([CH3:30])([CH3:29])[CH2:3][CH2:4][O:5][CH2:6][N:7]1[C:11]2=[N:12][CH:13]=[CH:14][CH:15]=[C:10]2[CH:9]=[C:8]1[Sn](CCCC)(CCCC)CCCC.[CH:31]1([C:35]2[N:39]3[CH:40]=[CH:41][N:42]=[C:43]([NH2:44])[C:38]3=[C:37](I)[N:36]=2)[CH2:34][CH2:33][CH2:32]1. (9) Given the product [C:1]([O:5][C:6](=[O:13])[NH:7][C@@H:8]1[CH2:12][CH2:11][N:10]([C:30]([C:23]2[C:24]3[CH:29]=[N:28][NH:27][C:25]=3[N:26]=[C:21]([C:18]3[CH:17]=[CH:16][C:15]([OH:14])=[CH:20][CH:19]=3)[CH:22]=2)=[O:31])[CH2:9]1)([CH3:4])([CH3:2])[CH3:3], predict the reactants needed to synthesize it. The reactants are: [C:1]([O:5][C:6](=[O:13])[NH:7][C@@H:8]1[CH2:12][CH2:11][NH:10][CH2:9]1)([CH3:4])([CH3:3])[CH3:2].[OH:14][C:15]1[CH:20]=[CH:19][C:18]([C:21]2[CH:22]=[C:23]([C:30](O)=[O:31])[C:24]3[CH:29]=[N:28][NH:27][C:25]=3[N:26]=2)=[CH:17][CH:16]=1.[B-](F)(F)(F)F.CCOC(C(C#N)=NOC(N(C)C)=[N+](C)C)=O.